This data is from Reaction yield outcomes from USPTO patents with 853,638 reactions. The task is: Predict the reaction yield, written as a fraction of the theoretical maximum amount of product (1.0 means a 100% yield; for example, 0.34 means a 34% yield). (1) The reactants are COC(C1C=C(NS(C2C=CC(C)=CC=2)(=O)=O)C2C(=C(OCC3C=CC=CC=3)C=CC=2)N=1)=O.[CH3:34][O:35][C:36]([C:38]1[CH:47]=[C:46]([C:48]#[C:49][CH2:50][CH2:51][CH2:52][CH3:53])[C:45]2[C:40](=[C:41]([NH2:54])[CH:42]=[CH:43][CH:44]=2)[N:39]=1)=[O:37]. No catalyst specified. The product is [CH3:34][O:35][C:36]([C:38]1[CH:47]=[C:46]([CH2:48][CH2:49][CH2:50][CH2:51][CH2:52][CH3:53])[C:45]2[C:40](=[C:41]([NH2:54])[CH:42]=[CH:43][CH:44]=2)[N:39]=1)=[O:37]. The yield is 0.930. (2) The reactants are [CH3:1][O:2][CH2:3][CH2:4][O:5][C:6]1[CH:11]=[CH:10][CH:9]=[CH:8][C:7]=1[O:12][CH2:13][CH2:14][O:15][CH3:16].[Br:17]N1C(=O)CCC1=O. The catalyst is CN(C=O)C.CCOC(C)=O. The product is [Br:17][C:10]1[CH:9]=[CH:8][C:7]([O:12][CH2:13][CH2:14][O:15][CH3:16])=[C:6]([O:5][CH2:4][CH2:3][O:2][CH3:1])[CH:11]=1. The yield is 0.920. (3) The catalyst is C(Cl)(Cl)Cl. The product is [CH2:13]([C:15]1[S:52][C:18]2[N:19]([CH2:37][C:38]3[CH:39]=[CH:40][C:41]([C:44]4[CH:49]=[CH:48][CH:47]=[CH:46][C:45]=4[C:50]4[NH:3][C:4](=[O:7])[O:5][N:51]=4)=[CH:42][CH:43]=3)[C:20](=[O:36])[N:21]([CH2:24][C:25]([C:27]3[CH:32]=[CH:31][C:30]([O:33][CH3:34])=[C:29]([CH3:35])[CH:28]=3)=[O:26])[C:22](=[O:23])[C:17]=2[CH:16]=1)[CH3:14]. The reactants are [Cl-].O[NH3+:3].[C:4](=[O:7])([O-])[OH:5].[Na+].CS(C)=O.[CH2:13]([C:15]1[S:52][C:18]2[N:19]([CH2:37][C:38]3[CH:43]=[CH:42][C:41]([C:44]4[C:45]([C:50]#[N:51])=[CH:46][CH:47]=[CH:48][CH:49]=4)=[CH:40][CH:39]=3)[C:20](=[O:36])[N:21]([CH2:24][C:25]([C:27]3[CH:32]=[CH:31][C:30]([O:33][CH3:34])=[C:29]([CH3:35])[CH:28]=3)=[O:26])[C:22](=[O:23])[C:17]=2[CH:16]=1)[CH3:14]. The yield is 0.380. (4) The reactants are [Si:1]([O:8][C@@H:9]1[C@H:13]([CH2:14][O:15][Si:16]([C:19]([CH3:22])([CH3:21])[CH3:20])([CH3:18])[CH3:17])[CH2:12][C@@H:11]([NH:23][C:24]2[C:29]([Cl:30])=[CH:28][N:27]=[C:26]([NH2:31])[C:25]=2[N+:32]([O-])=O)[CH2:10]1)([C:4]([CH3:7])([CH3:6])[CH3:5])([CH3:3])[CH3:2].C(O)(=O)C. The yield is 0.900. The catalyst is [Zn]. The product is [Si:1]([O:8][C@@H:9]1[C@H:13]([CH2:14][O:15][Si:16]([C:19]([CH3:22])([CH3:21])[CH3:20])([CH3:18])[CH3:17])[CH2:12][C@@H:11]([NH:23][C:24]2[C:29]([Cl:30])=[CH:28][N:27]=[C:26]([NH2:31])[C:25]=2[NH2:32])[CH2:10]1)([C:4]([CH3:5])([CH3:6])[CH3:7])([CH3:3])[CH3:2].